This data is from Full USPTO retrosynthesis dataset with 1.9M reactions from patents (1976-2016). The task is: Predict the reactants needed to synthesize the given product. (1) Given the product [F:31][C:4]1[CH:3]=[C:2]([NH:1][C:45](=[O:51])[NH:53][C:54]2[CH:55]=[C:56]([CH:60]=[CH:61][CH:62]=2)[C:57]([NH2:59])=[O:58])[CH:30]=[CH:29][C:5]=1[O:6][C:7]1[CH:12]=[CH:11][N:10]=[C:9]2[CH:13]=[C:14]([C:16]3[CH:17]=[CH:18][C:19]([CH2:22][N:23]4[CH2:27][CH2:26][CH2:25][C:24]4=[O:28])=[CH:20][N:21]=3)[S:15][C:8]=12, predict the reactants needed to synthesize it. The reactants are: [NH2:1][C:2]1[CH:30]=[CH:29][C:5]([O:6][C:7]2[CH:12]=[CH:11][N:10]=[C:9]3[CH:13]=[C:14]([C:16]4[N:21]=[CH:20][C:19]([CH2:22][N:23]5[CH2:27][CH2:26][CH2:25][C:24]5=[O:28])=[CH:18][CH:17]=4)[S:15][C:8]=23)=[C:4]([F:31])[CH:3]=1.CCN(C(C)C)C(C)C.ClC(Cl)(O[C:45](=[O:51])OC(Cl)(Cl)Cl)Cl.[NH2:53][C:54]1[CH:55]=[C:56]([CH:60]=[CH:61][CH:62]=1)[C:57]([NH2:59])=[O:58]. (2) Given the product [CH3:1][O:2][C:3]1[CH:11]=[C:10]2[C:6]([C:7](=[O:13])[C:8](=[O:12])[N:9]2[CH2:17][CH2:16][O:15][CH3:14])=[CH:5][CH:4]=1, predict the reactants needed to synthesize it. The reactants are: [CH3:1][O:2][C:3]1[CH:11]=[C:10]2[C:6]([C:7](=[O:13])[C:8](=[O:12])[NH:9]2)=[CH:5][CH:4]=1.[CH3:14][O:15][CH2:16][CH2:17]Br. (3) Given the product [C:15]([CH2:14][NH:13][C:11](=[O:12])[C@@H:10]([O:9][C@@H:8]([C:5]1[CH:6]=[CH:7][C:2]([C:40](=[O:41])[C:32]2[CH:33]=[CH:34][C:29]([S:28][CH3:27])=[CH:30][CH:31]=2)=[CH:3][CH:4]=1)[C:21]1[CH:26]=[CH:25][CH:24]=[CH:23][CH:22]=1)[CH2:17][CH:18]([CH3:20])[CH3:19])#[N:16], predict the reactants needed to synthesize it. The reactants are: Br[C:2]1[CH:7]=[CH:6][C:5]([C@@H:8]([C:21]2[CH:26]=[CH:25][CH:24]=[CH:23][CH:22]=2)[O:9][C@@H:10]([CH2:17][CH:18]([CH3:20])[CH3:19])[C:11]([NH:13][CH2:14][C:15]#[N:16])=[O:12])=[CH:4][CH:3]=1.[CH3:27][S:28][C:29]1[CH:34]=[CH:33][C:32](B(O)O)=[CH:31][CH:30]=1.[I-].[K+].[C:40](=O)([O-])[O-:41].[K+].[K+]. (4) Given the product [CH:22]1([NH:27][C:28](=[O:29])[NH:2][C@H:3]([C:7]2[CH:12]=[CH:11][CH:10]=[CH:9][CH:8]=2)[C:4]([O:6][C:19]([CH3:21])([CH3:30])[CH3:20])=[O:5])[CH2:26][CH2:25][CH2:24][CH2:23]1, predict the reactants needed to synthesize it. The reactants are: Cl.[NH2:2][C@H:3]([C:7]1[CH:12]=[CH:11][CH:10]=[CH:9][CH:8]=1)[C:4]([OH:6])=[O:5].CCN([CH:19]([CH3:21])[CH3:20])C(C)C.[CH:22]1([N:27]=[C:28]=[O:29])[CH2:26][CH2:25][CH2:24][CH2:23]1.[CH3:30]N(C=O)C. (5) Given the product [N:27]12[CH2:32][CH2:31][CH:30]([CH2:29][CH2:28]1)[C@@H:25]([O:24][C:23](=[O:33])[NH:22][C@H:7]([C:8]1[CH:13]=[CH:12][CH:11]=[C:10]([O:14][CH2:15][CH:16]3[CH2:17][CH2:18][N:19]([C:44](=[O:45])[C:43]4[CH:42]=[CH:41][C:40]([CH2:39][CH:35]5[O:36][CH2:37][CH2:38][O:34]5)=[CH:48][CH:47]=4)[CH2:20][CH2:21]3)[CH:9]=1)[C:1]1[CH:2]=[CH:3][CH:4]=[CH:5][CH:6]=1)[CH2:26]2, predict the reactants needed to synthesize it. The reactants are: [C:1]1([C@H:7]([NH:22][C:23](=[O:33])[O:24][C@@H:25]2[CH:30]3[CH2:31][CH2:32][N:27]([CH2:28][CH2:29]3)[CH2:26]2)[C:8]2[CH:13]=[CH:12][CH:11]=[C:10]([O:14][CH2:15][CH:16]3[CH2:21][CH2:20][NH:19][CH2:18][CH2:17]3)[CH:9]=2)[CH:6]=[CH:5][CH:4]=[CH:3][CH:2]=1.[O:34]1[CH2:38][CH2:37][O:36][CH:35]1[CH2:39][C:40]1[CH:48]=[CH:47][C:43]([C:44](O)=[O:45])=[CH:42][CH:41]=1.C1([C@H](NC(O[C@@H]2C3CCN(CC3)C2)=O)C2C=C(C=CC=2)OCC2C=CC(C(O)=O)=CC=2)C=CC=CC=1. (6) Given the product [Br:24][C:25]1[N:26]=[C:27]([O:1][CH2:2][C:3]2[C:8]([CH3:9])=[CH:7][CH:6]=[CH:5][C:4]=2[N:10]2[C:14](=[O:15])[N:13]([CH3:16])[N:12]=[N:11]2)[CH:28]=[CH:29][CH:30]=1, predict the reactants needed to synthesize it. The reactants are: [OH:1][CH2:2][C:3]1[C:8]([CH3:9])=[CH:7][CH:6]=[CH:5][C:4]=1[N:10]1[C:14](=[O:15])[N:13]([CH3:16])[N:12]=[N:11]1.O1CCCC1.[H-].[Na+].[Br:24][C:25]1[CH:30]=[CH:29][CH:28]=[C:27](Br)[N:26]=1. (7) Given the product [Br:18][C:12]1[C:13]2[CH:14]=[CH:15][S:16][C:17]=2[C:9]([C:6]2[CH:7]=[CH:8][C:3]([O:2][CH3:1])=[CH:4][CH:5]=2)=[CH:10][CH:11]=1, predict the reactants needed to synthesize it. The reactants are: [CH3:1][O:2][C:3]1[CH:8]=[CH:7][C:6]([C:9]2[C:17]3[S:16][CH:15]=[CH:14][C:13]=3[CH:12]=[CH:11][CH:10]=2)=[CH:5][CH:4]=1.[Br:18]Br. (8) Given the product [CH3:1][N:2]1[CH2:3][C:4](=[O:5])[NH:6][C:7]1=[O:14].[NH3:9], predict the reactants needed to synthesize it. The reactants are: [CH3:1][N:2]1[C:7](N)=[N:6][C:4](=[O:5])[CH2:3]1.[NH2:9][C@H](C([O-])=O)CCC([O-])=[O:14]. (9) Given the product [C:9]([O:13][C:14]([N:16]1[CH2:21][CH2:20][N:19]([C:22]([C:24]2[N:32]3[C:27]([CH:28]=[CH:29][CH:30]=[CH:31]3)=[C:26]([C:33]3[CH:34]=[CH:35][CH:36]=[CH:37][CH:38]=3)[C:25]=2[CH2:39][C:40]2[CH:45]=[CH:44][CH:43]=[C:42]([F:46])[C:41]=2[CH3:47])=[O:23])[CH2:18][C@@H:17]1[CH2:48][C:49](=[O:50])[NH:1][CH2:2][CH:3]1[CH2:8][CH2:7][O:6][CH2:5][CH2:4]1)=[O:15])([CH3:11])([CH3:12])[CH3:10], predict the reactants needed to synthesize it. The reactants are: [NH2:1][CH2:2][CH:3]1[CH2:8][CH2:7][O:6][CH2:5][CH2:4]1.[C:9]([O:13][C:14]([N:16]1[CH2:21][CH2:20][N:19]([C:22]([C:24]2[N:32]3[C:27]([CH:28]=[CH:29][CH:30]=[CH:31]3)=[C:26]([C:33]3[CH:38]=[CH:37][CH:36]=[CH:35][CH:34]=3)[C:25]=2[CH2:39][C:40]2[CH:45]=[CH:44][CH:43]=[C:42]([F:46])[C:41]=2[CH3:47])=[O:23])[CH2:18][C@@H:17]1[CH2:48][C:49](O)=[O:50])=[O:15])([CH3:12])([CH3:11])[CH3:10].CN(C(ON1N=NC2C=CC=CC1=2)=[N+](C)C)C.[B-](F)(F)(F)F. (10) Given the product [ClH:1].[Cl:1][C:2]1[CH:3]=[CH:4][C:5]([N:35]2[CH:39]=[N:38][N:37]=[N:36]2)=[C:6]([C:8]2[CH:16]=[C:15]3[N:11]([C@H:12]([C:17]4[NH:18][C:19]([C:22]5[CH:23]=[C:24]([C:27]([OH:29])=[O:28])[S:25][CH:26]=5)=[CH:20][N:21]=4)[CH2:13][CH2:14]3)[C:10](=[O:34])[CH:9]=2)[CH:7]=1, predict the reactants needed to synthesize it. The reactants are: [Cl:1][C:2]1[CH:3]=[CH:4][C:5]([N:35]2[CH:39]=[N:38][N:37]=[N:36]2)=[C:6]([C:8]2[CH:16]=[C:15]3[N:11]([C@H:12]([C:17]4[NH:18][C:19]([C:22]5[CH:23]=[C:24]([C:27]([O:29]C(C)(C)C)=[O:28])[S:25][CH:26]=5)=[CH:20][N:21]=4)[CH2:13][CH2:14]3)[C:10](=[O:34])[CH:9]=2)[CH:7]=1.Cl.